This data is from Full USPTO retrosynthesis dataset with 1.9M reactions from patents (1976-2016). The task is: Predict the reactants needed to synthesize the given product. (1) Given the product [C:9]1([C:2]2[CH:7]=[C:6]([C:9]3[CH:14]=[CH:13][CH:12]=[CH:11][CH:10]=3)[N:5]=[CH:4][N:3]=2)[CH:14]=[CH:13][CH:12]=[CH:11][CH:10]=1, predict the reactants needed to synthesize it. The reactants are: Cl[C:2]1[CH:7]=[C:6](Cl)[N:5]=[CH:4][N:3]=1.[C:9]1(B(O)O)[CH:14]=[CH:13][CH:12]=[CH:11][CH:10]=1.C(=O)([O-])[O-].[Na+].[Na+]. (2) Given the product [CH3:23][C:19]1[N:20]=[N:21][S:22][C:18]=1[C:10]1[N:9]([C:6]2[CH:5]=[CH:4][C:3]([OH:2])=[CH:8][CH:7]=2)[C:13]2[CH:14]=[CH:15][CH:16]=[CH:17][C:12]=2[N:11]=1, predict the reactants needed to synthesize it. The reactants are: C[O:2][C:3]1[CH:8]=[CH:7][C:6]([N:9]2[C:13]3[CH:14]=[CH:15][CH:16]=[CH:17][C:12]=3[N:11]=[C:10]2[C:18]2[S:22][N:21]=[N:20][C:19]=2[CH3:23])=[CH:5][CH:4]=1. (3) Given the product [NH2:33][C:29]1[CH:28]=[C:27]([C:18]2[C:19]([N:21]([CH3:26])[S:22]([CH3:25])(=[O:24])=[O:23])=[CH:20][C:10]3[O:9][C:8]([C:5]4[CH:4]=[CH:3][C:2]([F:1])=[CH:7][CH:6]=4)=[C:12]([C:13]([NH:15][CH3:16])=[O:14])[C:11]=3[CH:17]=2)[CH:32]=[CH:31][CH:30]=1, predict the reactants needed to synthesize it. The reactants are: [F:1][C:2]1[CH:7]=[CH:6][C:5]([C:8]2[O:9][C:10]3[CH:20]=[C:19]([N:21]([CH3:26])[S:22]([CH3:25])(=[O:24])=[O:23])[C:18]([C:27]4[CH:32]=[CH:31][CH:30]=[C:29]([N+:33]([O-])=O)[CH:28]=4)=[CH:17][C:11]=3[C:12]=2[C:13]([NH:15][CH3:16])=[O:14])=[CH:4][CH:3]=1.